Predict which catalyst facilitates the given reaction. From a dataset of Catalyst prediction with 721,799 reactions and 888 catalyst types from USPTO. (1) Reactant: [Br:1][C:2]1[CH:3]=[N:4][C:5]([O:8][C:9]2[CH:10]=[C:11]([CH:26]=[CH:27][CH:28]=2)[CH:12]=[C:13]2[CH2:18][CH2:17][N:16](C(OC(C)(C)C)=O)[CH2:15][CH2:14]2)=[N:6][CH:7]=1.[F:29][C:30]([F:35])([F:34])[C:31]([OH:33])=[O:32].C1(C)C=CC=CC=1. Product: [F:29][C:30]([F:35])([F:34])[C:31]([OH:33])=[O:32].[Br:1][C:2]1[CH:3]=[N:4][C:5]([O:8][C:9]2[CH:28]=[CH:27][CH:26]=[C:11]([CH:12]=[C:13]3[CH2:18][CH2:17][NH:16][CH2:15][CH2:14]3)[CH:10]=2)=[N:6][CH:7]=1. The catalyst class is: 4. (2) Reactant: [NH2:1][C:2]1[CH:3]=[C:4]2[C:9](=[C:10]([Cl:12])[CH:11]=1)[N:8]=[CH:7][C:6]([C:13]#[N:14])=[C:5]2[NH:15][C:16]1[CH:21]=[CH:20][C:19]([F:22])=[C:18]([Cl:23])[CH:17]=1.[CH:24]([C:27]1[N:28]=[CH:29][NH:30][C:31]=1[CH:32]=O)([CH3:26])[CH3:25].[BH3-]C#N.[Na+]. Product: [Cl:12][C:10]1[CH:11]=[C:2]([NH:1][CH2:32][C:31]2[NH:30][CH:29]=[N:28][C:27]=2[CH:24]([CH3:26])[CH3:25])[CH:3]=[C:4]2[C:9]=1[N:8]=[CH:7][C:6]([C:13]#[N:14])=[C:5]2[NH:15][C:16]1[CH:21]=[CH:20][C:19]([F:22])=[C:18]([Cl:23])[CH:17]=1. The catalyst class is: 14. (3) Reactant: [Cl:1][C:2]1[CH:7]=[CH:6][C:5]([CH2:8][C:9](=O)[CH2:10][C:11]#[N:12])=[CH:4][CH:3]=1.C(N(CC)CC)C.Cl.[C:22]([NH:26][NH2:27])([CH3:25])([CH3:24])[CH3:23]. Product: [C:22]([N:26]1[C:11]([NH2:12])=[CH:10][C:9]([CH2:8][C:5]2[CH:6]=[CH:7][C:2]([Cl:1])=[CH:3][CH:4]=2)=[N:27]1)([CH3:25])([CH3:24])[CH3:23]. The catalyst class is: 8. (4) Reactant: [F:1][C:2]1[CH:11]=[C:10]([OH:12])[CH:9]=[CH:8][C:3]=1[C:4]([O:6][CH3:7])=[O:5].[Br:13]Br. Product: [Br:13][C:9]1[C:10]([OH:12])=[CH:11][C:2]([F:1])=[C:3]([CH:8]=1)[C:4]([O:6][CH3:7])=[O:5]. The catalyst class is: 15. (5) Reactant: [OH:1][C@@H:2]1[CH2:6][CH2:5][CH2:4][C@H:3]1[O:7][C:8]1[CH:17]=[CH:16][C:11]([C:12]([O:14]C)=[O:13])=[CH:10][C:9]=1[O:18][CH3:19].[Li+].[OH-]. Product: [OH:1][C@@H:2]1[CH2:6][CH2:5][CH2:4][C@H:3]1[O:7][C:8]1[CH:17]=[CH:16][C:11]([C:12]([OH:14])=[O:13])=[CH:10][C:9]=1[O:18][CH3:19]. The catalyst class is: 155. (6) Reactant: [Cl:1][C:2]1[CH:3]=[C:4]([N:9]2[C:13]([CH:14]3[CH2:19][CH2:18][N:17](C(OC(C)(C)C)=O)[CH2:16][CH2:15]3)=[CH:12][C:11]([CH3:27])=[N:10]2)[CH:5]=[CH:6][C:7]=1[F:8].[F:28][C:29]([F:34])([F:33])[C:30]([OH:32])=[O:31]. Product: [F:28][C:29]([F:34])([F:33])[C:30]([OH:32])=[O:31].[Cl:1][C:2]1[CH:3]=[C:4]([N:9]2[C:13]([CH:14]3[CH2:19][CH2:18][NH:17][CH2:16][CH2:15]3)=[CH:12][C:11]([CH3:27])=[N:10]2)[CH:5]=[CH:6][C:7]=1[F:8]. The catalyst class is: 4.